Dataset: Full USPTO retrosynthesis dataset with 1.9M reactions from patents (1976-2016). Task: Predict the reactants needed to synthesize the given product. (1) The reactants are: [Cl:1][C:2]1[C:6]([Cl:7])=[C:5]([C:8](O)=[O:9])[S:4][N:3]=1.C1(C)C=CC=CC=1.S(Cl)(Cl)=O. Given the product [Cl:1][C:2]1[C:6]([Cl:7])=[C:5]([CH2:8][OH:9])[S:4][N:3]=1, predict the reactants needed to synthesize it. (2) Given the product [NH2:1][C:2]1[C:7]([C:8]([F:9])([F:10])[F:11])=[CH:6][C:5]([CH2:12][C@@H:13]([OH:17])[C:14]([O:16][CH2:20][CH3:21])=[O:15])=[CH:4][C:3]=1[Cl:18], predict the reactants needed to synthesize it. The reactants are: [NH2:1][C:2]1[C:7]([C:8]([F:11])([F:10])[F:9])=[CH:6][C:5]([CH2:12][C@@H:13]([OH:17])[C:14]([OH:16])=[O:15])=[CH:4][C:3]=1[Cl:18].Cl.[CH2:20](O)[CH3:21].